This data is from Reaction yield outcomes from USPTO patents with 853,638 reactions. The task is: Predict the reaction yield, written as a fraction of the theoretical maximum amount of product (1.0 means a 100% yield; for example, 0.34 means a 34% yield). (1) The reactants are [Cl:1][C:2]1[N:7]=[C:6](Cl)[CH:5]=[CH:4][N:3]=1.[CH:9]1([Mg]Cl)[CH2:12][CH2:11][CH2:10]1. The catalyst is O1CCCC1. The product is [Cl:1][C:2]1[N:7]=[C:6]([CH:9]2[CH2:12][CH2:11][CH2:10]2)[CH:5]=[CH:4][N:3]=1. The yield is 0.430. (2) The reactants are CC(OC(/N=N/C(OC(C)C)=O)=O)C.[C:15]1(=[O:25])[C:23]2[C:18](=[CH:19][CH:20]=[CH:21][CH:22]=2)[C:17](=[O:24])[NH:16]1.[Br:26][C:27]1[CH:32]=[C:31]([CH2:33]O)[C:30]([F:35])=[CH:29][N:28]=1.C1C=CC(P(C2C=CC=CC=2)C2C=CC=CC=2)=CC=1. The catalyst is O1CCCC1. The product is [Br:26][C:27]1[CH:32]=[C:31]([CH2:33][N:16]2[C:17](=[O:24])[C:18]3[C:23](=[CH:22][CH:21]=[CH:20][CH:19]=3)[C:15]2=[O:25])[C:30]([F:35])=[CH:29][N:28]=1. The yield is 0.380. (3) The reactants are [Br:1][C:2]1[CH:3]=[C:4]([NH:10][C:11]2[N:16]=[CH:15][C:14]([N:17]3[CH2:22][CH2:21][N:20](C(OC(C)(C)C)=O)[CH2:19][C:18]3([CH3:31])[CH3:30])=[CH:13][CH:12]=2)[C:5](=[O:9])[N:6]([CH3:8])[CH:7]=1.Cl. The catalyst is ClCCl.C(OCC)C. The product is [Br:1][C:2]1[CH:3]=[C:4]([NH:10][C:11]2[CH:12]=[CH:13][C:14]([N:17]3[CH2:22][CH2:21][NH:20][CH2:19][C:18]3([CH3:31])[CH3:30])=[CH:15][N:16]=2)[C:5](=[O:9])[N:6]([CH3:8])[CH:7]=1. The yield is 0.950. (4) The reactants are C(OC(=O)[NH:7][C@H:8]([C:16](=[O:28])[NH:17][C:18]1[CH:22]=[CH:21][N:20]([CH2:23][C:24]([OH:27])([CH3:26])[CH3:25])[N:19]=1)[CH2:9][CH:10]1[CH2:15][CH2:14][CH2:13][CH2:12][CH2:11]1)(C)(C)C.[F:30][C:31]([F:36])([F:35])[C:32]([OH:34])=[O:33]. The catalyst is ClCCl. The product is [F:30][C:31]([F:36])([F:35])[C:32]([OH:34])=[O:33].[NH2:7][C@@H:8]([CH2:9][CH:10]1[CH2:11][CH2:12][CH2:13][CH2:14][CH2:15]1)[C:16]([NH:17][C:18]1[CH:22]=[CH:21][N:20]([CH2:23][C:24]([OH:27])([CH3:25])[CH3:26])[N:19]=1)=[O:28]. The yield is 1.00.